The task is: Predict the reactants needed to synthesize the given product.. This data is from Full USPTO retrosynthesis dataset with 1.9M reactions from patents (1976-2016). (1) Given the product [Cl:28][C:23]1[CH:22]=[C:21]([CH:26]=[CH:25][C:24]=1[F:27])[C:20]([NH:19][C@H:16]1[CH2:15][CH2:14][C@@H:13]([NH:12][C:2]2[CH:11]=[CH:10][C:9]3[CH2:8][CH2:7][CH2:6][CH2:5][C:4]=3[N:3]=2)[CH2:18][CH2:17]1)=[O:29], predict the reactants needed to synthesize it. The reactants are: Cl[C:2]1[CH:11]=[CH:10][C:9]2[CH2:8][CH2:7][CH2:6][CH2:5][C:4]=2[N:3]=1.[NH2:12][C@@H:13]1[CH2:18][CH2:17][C@H:16]([NH:19][C:20](=[O:29])[C:21]2[CH:26]=[CH:25][C:24]([F:27])=[C:23]([Cl:28])[CH:22]=2)[CH2:15][CH2:14]1.C(O)CCC.C([O-])(O)=O.[Na+]. (2) The reactants are: [CH2:1]([O:3][C:4](=[O:20])[CH:5]([O:17][CH2:18][CH3:19])[CH2:6][C:7]1[CH:12]=[CH:11][C:10]([OH:13])=[CH:9][C:8]=1[O:14][CH2:15][CH3:16])[CH3:2].[CH3:21][C:22]1[O:26][C:25]([C:27]2[CH:32]=[CH:31][CH:30]=[CH:29][CH:28]=2)=[N:24][C:23]=1[CH2:33][CH2:34]O.C1(P(C2C=CC=CC=2)C2C=CC=CC=2)C=CC=CC=1.N(C(OC(C)(C)C)=O)=NC(OC(C)(C)C)=O. Given the product [CH2:1]([O:3][C:4](=[O:20])[CH:5]([O:17][CH2:18][CH3:19])[CH2:6][C:7]1[CH:12]=[CH:11][C:10]([O:13][CH2:34][CH2:33][C:23]2[N:24]=[C:25]([C:27]3[CH:32]=[CH:31][CH:30]=[CH:29][CH:28]=3)[O:26][C:22]=2[CH3:21])=[CH:9][C:8]=1[O:14][CH2:15][CH3:16])[CH3:2], predict the reactants needed to synthesize it. (3) The reactants are: Br[C:2]1[C:3]([Cl:9])=[N:4][C:5]([Cl:8])=[N:6][CH:7]=1.C([Mg]Cl)(C)C.[C:15]([Si:19]([CH3:34])([CH3:33])[O:20][C:21]1[C:22]([O:31][CH3:32])=[C:23]([C:26]([F:30])=[C:27]([F:29])[CH:28]=1)[CH:24]=[O:25])([CH3:18])([CH3:17])[CH3:16].[Cl-].[NH4+]. Given the product [C:15]([Si:19]([CH3:34])([CH3:33])[O:20][C:21]1[C:22]([O:31][CH3:32])=[C:23]([CH:24]([C:2]2[C:3]([Cl:9])=[N:4][C:5]([Cl:8])=[N:6][CH:7]=2)[OH:25])[C:26]([F:30])=[C:27]([F:29])[CH:28]=1)([CH3:18])([CH3:17])[CH3:16], predict the reactants needed to synthesize it. (4) Given the product [OH:10][C:7]1[CH:8]=[CH:9][C:4]([C:1]2[CH2:2][CH2:27][C:28](=[O:30])[NH:36][N:20]=2)=[CH:5][C:6]=1[O:14][CH3:15], predict the reactants needed to synthesize it. The reactants are: [C:1]([C:4]1[CH:9]=[CH:8][C:7]([O:10]COC)=[C:6]([O:14][CH3:15])[CH:5]=1)(=O)[CH3:2].C[Si]([N-:20][Si](C)(C)C)(C)C.[Li+].Br[CH2:27][C:28]([O:30]C(C)(C)C)=O.[Cl-].[NH4+:36]. (5) Given the product [CH2:1]([O:8][C:9]1[CH:10]=[C:11]2[C:12]([C:13]([OH:15])=[C:25]([C:26]([O:28][CH2:29][CH3:30])=[O:27])[N:24]([CH2:20][CH:21]([CH3:22])[CH3:23])[C:16]2=[O:17])=[CH:18][CH:19]=1)[C:2]1[CH:3]=[CH:4][CH:5]=[CH:6][CH:7]=1, predict the reactants needed to synthesize it. The reactants are: [CH2:1]([O:8][C:9]1[CH:10]=[C:11]2[C:16](=[O:17])[O:15][C:13](=O)[C:12]2=[CH:18][CH:19]=1)[C:2]1[CH:7]=[CH:6][CH:5]=[CH:4][CH:3]=1.[CH2:20]([NH:24][CH2:25][C:26]([O:28][CH2:29][CH3:30])=[O:27])[CH:21]([CH3:23])[CH3:22].C(=O)([O-])[O-].[K+].[K+].C(I)C.[O-]CC.[Na+].Cl. (6) Given the product [Cl:13][C:14]1[CH:15]=[CH:16][C:17]([N:20]2[CH2:25][CH2:24][N:23]([C:4](=[O:6])[CH2:3][C@@H:2]([O:1][C:33](=[O:40])[NH2:38])[C:7]3[CH:12]=[CH:11][CH:10]=[CH:9][CH:8]=3)[CH2:22][CH2:21]2)=[CH:18][CH:19]=1, predict the reactants needed to synthesize it. The reactants are: [OH:1][C@@H:2]([C:7]1[CH:12]=[CH:11][CH:10]=[CH:9][CH:8]=1)[CH2:3][C:4]([OH:6])=O.[Cl:13][C:14]1[CH:19]=[CH:18][C:17]([N:20]2[CH2:25][CH2:24][NH:23][CH2:22][CH2:21]2)=[CH:16][CH:15]=1.C(Cl)CCl.C1C=C[C:33]2[N:38](O)N=NC=2C=1.[OH-:40].[NH4+].